The task is: Predict the product of the given reaction.. This data is from Forward reaction prediction with 1.9M reactions from USPTO patents (1976-2016). (1) Given the reactants [CH3:1][O:2][C:3]1[CH:4]=[C:5]([C:11]2[CH:16]=[C:15]([C:17]([F:20])([F:19])[F:18])[N:14]3[N:21]=[C:22]([C:24]4[CH2:29][CH2:28][N:27]([C:30]([O:32][C:33]([CH3:36])([CH3:35])[CH3:34])=[O:31])[CH:26]([CH3:37])[CH:25]=4)[CH:23]=[C:13]3[N:12]=2)[CH:6]=[CH:7][C:8]=1[O:9][CH3:10].[H][H].C1(C)C=CC=CC=1, predict the reaction product. The product is: [CH3:1][O:2][C:3]1[CH:4]=[C:5]([CH:11]2[CH2:16][CH:15]([C:17]([F:20])([F:18])[F:19])[N:14]3[N:21]=[C:22]([CH:24]4[CH2:29][CH2:28][N:27]([C:30]([O:32][C:33]([CH3:36])([CH3:35])[CH3:34])=[O:31])[CH:26]([CH3:37])[CH2:25]4)[CH:23]=[C:13]3[NH:12]2)[CH:6]=[CH:7][C:8]=1[O:9][CH3:10]. (2) Given the reactants Cl.[O:2]([CH2:9][C@@H:10]1[CH2:14][CH2:13][CH2:12][N:11]1[S:15]([C:18]1[CH:26]=[CH:25][C:24]2[N:23]3CCCN=[C:22]3[C:21]3([O:35]CCCO3)[C:20]=2[CH:19]=1)(=[O:17])=[O:16])[C:3]1[CH:8]=[CH:7][CH:6]=[CH:5][CH:4]=1.[NH4+].[OH-:37], predict the reaction product. The product is: [O:2]([CH2:9][C@@H:10]1[CH2:14][CH2:13][CH2:12][N:11]1[S:15]([C:18]1[CH:19]=[C:20]2[C:24](=[CH:25][CH:26]=1)[NH:23][C:22](=[O:37])[C:21]2=[O:35])(=[O:16])=[O:17])[C:3]1[CH:4]=[CH:5][CH:6]=[CH:7][CH:8]=1. (3) The product is: [CH3:45][CH2:46][CH2:47][CH2:48][CH2:49][CH:44]=[CH:43][CH2:41][CH:25]([OH:27])[CH:24]=[CH:23][CH:22]=[CH:28][CH2:55][CH:56]=[CH:8][CH2:7][CH2:6][CH2:2][C:3]([OH:5])=[O:4]. Given the reactants N[C@@H:2]([CH2:6][CH2:7][C:8](N[C@H](C(NCC(O)=O)=O)CS)=O)[C:3]([OH:5])=[O:4].N[C@H:22]([C:28]([O-])=O)[CH2:23][CH2:24][C:25]([O-:27])=O.CC1(C)S[C@@H]2[C@H](N[C:41]([CH2:43][C:44]3[CH:45]=[CH:46][CH:47]=[CH:48][CH:49]=3)=O)C(=O)N2[C@H]1C([O-])=O.[K+].[CH3:55][C@@H:56]1O[C@@H](O[C@H]2[C@H](O)[C@@H](O)[C@H](NC(N)=N)[C@@H](O)[C@@H]2NC(N)=N)[C@H](O[C@@H]2O[C@@H](CO)[C@H](O)[C@@H](O)[C@@H]2NC)[C@@]1(O)C=O, predict the reaction product. (4) Given the reactants [Si:1]([O:8][CH2:9][C:10]1([CH3:38])[S:16][CH2:15][CH2:14][N:13]2[C:17]([C:20]3([C:23]4[CH:28]=[CH:27][C:26](B5OC(C)(C)C(C)(C)O5)=[CH:25][CH:24]=4)[CH2:22][CH2:21]3)=[N:18][N:19]=[C:12]2[CH2:11]1)([C:4]([CH3:7])([CH3:6])[CH3:5])([CH3:3])[CH3:2].[Br:39][C:40]1[CH:41]=[N:42][CH:43]=[C:44](Br)[CH:45]=1.C(=O)([O-])[O-].[K+].[K+], predict the reaction product. The product is: [Br:39][C:40]1[CH:45]=[C:44]([C:26]2[CH:25]=[CH:24][C:23]([C:20]3([C:17]4[N:13]5[CH2:14][CH2:15][S:16][C:10]([CH2:9][O:8][Si:1]([C:4]([CH3:7])([CH3:6])[CH3:5])([CH3:3])[CH3:2])([CH3:38])[CH2:11][C:12]5=[N:19][N:18]=4)[CH2:22][CH2:21]3)=[CH:28][CH:27]=2)[CH:43]=[N:42][CH:41]=1.